Predict which catalyst facilitates the given reaction. From a dataset of Catalyst prediction with 721,799 reactions and 888 catalyst types from USPTO. (1) Reactant: [NH2:1][C:2]1[N:7]=[CH:6][C:5]([C:8]2[CH:9]=[CH:10][C:11]3[O:17][CH2:16][CH2:15][N:14](C(OC(C)(C)C)=O)[CH2:13][C:12]=3[CH:25]=2)=[CH:4][C:3]=1[S:26]([NH2:29])(=[O:28])=[O:27].[ClH:30].O1CCOCC1. Product: [ClH:30].[ClH:30].[NH2:1][C:2]1[C:3]([S:26]([NH2:29])(=[O:27])=[O:28])=[CH:4][C:5]([C:8]2[CH:9]=[CH:10][C:11]3[O:17][CH2:16][CH2:15][NH:14][CH2:13][C:12]=3[CH:25]=2)=[CH:6][N:7]=1. The catalyst class is: 5. (2) Reactant: [Cl:1][C:2]1[CH:3]=[C:4]2[C:10]([C:11]3[N:16]=[C:15](S(C)=O)[C:14]([F:20])=[CH:13][N:12]=3)=[CH:9][N:8](S(C3C=CC(C)=CC=3)(=O)=O)[C:5]2=[N:6][CH:7]=1.[NH2:31][C@H:32]1[CH2:37][CH2:36][CH2:35][C@@H:34]([NH:38][C:39](=[O:42])[O:40][CH3:41])[CH2:33]1.[OH-].[Li+]. Product: [Cl:1][C:2]1[CH:3]=[C:4]2[C:10]([C:11]3[N:16]=[C:15]([NH:31][C@H:32]4[CH2:37][CH2:36][CH2:35][C@@H:34]([NH:38][C:39](=[O:42])[O:40][CH3:41])[CH2:33]4)[C:14]([F:20])=[CH:13][N:12]=3)=[CH:9][NH:8][C:5]2=[N:6][CH:7]=1. The catalyst class is: 299. (3) Reactant: Br[C:2]1[C:7]2[O:8][C:9]3[CH:14]=[CH:13][CH:12]=[CH:11][C:10]=3[C:6]=2[CH:5]=[CH:4][CH:3]=1.[C:15]1([C:34]2[CH:39]=[CH:38][CH:37]=[CH:36][CH:35]=2)[CH:20]=[CH:19][C:18]([NH:21][C:22]2[CH:27]=[CH:26][C:25]([C:28]3[CH:33]=[CH:32][CH:31]=[CH:30][CH:29]=3)=[CH:24][CH:23]=2)=[CH:17][CH:16]=1.N#N.P(C(C)(C)C)(C(C)(C)C)C(C)(C)C.CC([O-])(C)C.[Na+]. Product: [C:25]1([C:28]2[CH:29]=[CH:30][CH:31]=[CH:32][CH:33]=2)[CH:24]=[CH:23][C:22]([N:21]([C:18]2[CH:19]=[CH:20][C:15]([C:34]3[CH:39]=[CH:38][CH:37]=[CH:36][CH:35]=3)=[CH:16][CH:17]=2)[C:2]2[C:7]3[O:8][C:9]4[CH:14]=[CH:13][CH:12]=[CH:11][C:10]=4[C:6]=3[CH:5]=[CH:4][CH:3]=2)=[CH:27][CH:26]=1. The catalyst class is: 93. (4) Reactant: [Cl:1][C:2]1[N:7]=[CH:6][C:5]2[CH:8]=[CH:9][NH:10][C:4]=2[CH:3]=1.[H-].[Na+].Cl[CH2:14][C:15]1[C:16]([N:21]([CH3:26])[S:22]([CH3:25])(=[O:24])=[O:23])=[N:17][CH:18]=[CH:19][CH:20]=1. Product: [Cl:1][C:2]1[N:7]=[CH:6][C:5]2[CH:8]=[CH:9][N:10]([CH2:14][C:15]3[C:16]([N:21]([CH3:26])[S:22]([CH3:25])(=[O:24])=[O:23])=[N:17][CH:18]=[CH:19][CH:20]=3)[C:4]=2[CH:3]=1. The catalyst class is: 3.